From a dataset of Reaction yield outcomes from USPTO patents with 853,638 reactions. Predict the reaction yield, written as a fraction of the theoretical maximum amount of product (1.0 means a 100% yield; for example, 0.34 means a 34% yield). (1) The reactants are [CH3:1][C:2]1[C:7]([CH3:8])=[CH:6][CH:5]=[CH:4][C:3]=1[C:9]1[CH:14]=[CH:13][CH:12]=[CH:11][C:10]=1[CH2:15][CH2:16][C:17](O)=[O:18].[CH:20]([NH:23][NH:24][C:25]([C:27]1[S:28][CH:29]=[CH:30][CH:31]=1)=[O:26])([CH3:22])[CH3:21].C(N(CC)CC)C.C1C=CC2N(O)N=NC=2C=1.CCN=C=NCCCN(C)C. The catalyst is CN(C=O)C. The product is [CH3:1][C:2]1[C:7]([CH3:8])=[CH:6][CH:5]=[CH:4][C:3]=1[C:9]1[CH:14]=[CH:13][CH:12]=[CH:11][C:10]=1[CH2:15][CH2:16][C:17]([N:23]([CH:20]([CH3:22])[CH3:21])[NH:24][C:25]([C:27]1[S:28][CH:29]=[CH:30][CH:31]=1)=[O:26])=[O:18]. The yield is 0.510. (2) The reactants are Br[C:2]1[C:11]2[C:6](=[CH:7][C:8]([Br:12])=[CH:9][CH:10]=2)[CH:5]=[CH:4][C:3]=1[O:13][C:14]1[C:23]2[C:18](=[CH:19][C:20]([O:26][CH3:27])=[C:21]([O:24][CH3:25])[CH:22]=2)[N:17]=[CH:16][CH:15]=1.C([Li])CCC.CCCCCC.C(Cl)(=O)C.O. The catalyst is O1CCCC1. The product is [Br:12][C:8]1[CH:7]=[C:6]2[C:11](=[CH:10][CH:9]=1)[CH:2]=[C:3]([O:13][C:14]1[C:23]3[C:18](=[CH:19][C:20]([O:26][CH3:27])=[C:21]([O:24][CH3:25])[CH:22]=3)[N:17]=[CH:16][CH:15]=1)[CH:4]=[CH:5]2. The yield is 0.510. (3) The reactants are [CH3:1][O:2][C:3]1[CH:20]=[CH:19][C:6]([CH2:7][O:8][C:9]([C@@H:11]2[C@@H:14]([CH2:15][CH:16]=[CH2:17])[C:13](=[O:18])[NH:12]2)=[O:10])=[CH:5][CH:4]=1.[N:21]1[CH:26]=[CH:25][CH:24]=[CH:23][C:22]=1B(O)O.C(N(CC)CC)C. The catalyst is ClCCl.C([O-])(=O)C.[Cu+2].C([O-])(=O)C. The product is [CH3:1][O:2][C:3]1[CH:4]=[CH:5][C:6]([CH2:7][O:8][C:9]([CH:11]2[CH:14]([CH2:15][CH:16]=[CH2:17])[C:13](=[O:18])[N:12]2[C:22]2[CH:23]=[CH:24][CH:25]=[CH:26][N:21]=2)=[O:10])=[CH:19][CH:20]=1. The yield is 0.248. (4) The reactants are Br[CH2:2][C:3]1[CH:10]=[CH:9][C:6]([C:7]#[N:8])=[CH:5][CH:4]=1.[CH3:11][C:12]([O:15][C:16]([NH:18][C:19]([O:21][C:22]([CH3:25])([CH3:24])[CH3:23])=[O:20])=[O:17])([CH3:14])[CH3:13].C(=O)([O-])[O-].[Cs+].[Cs+]. The catalyst is C1COCC1.[I-].[Li+]. The product is [C:22]([O:21][C:19]([N:18]([CH2:2][C:3]1[CH:10]=[CH:9][C:6]([C:7]#[N:8])=[CH:5][CH:4]=1)[C:16]([O:15][C:12]([CH3:14])([CH3:13])[CH3:11])=[O:17])=[O:20])([CH3:25])([CH3:24])[CH3:23]. The yield is 0.830. (5) The reactants are Br[C:2]1[CH:3]=[C:4]2[C:8](=[CH:9][CH:10]=1)[NH:7][N:6]=[CH:5]2.[CH3:11][S:12]([O-:14])=[O:13].[Na+].CNCCNC.O. The catalyst is CS(C)=O. The product is [CH3:11][S:12]([C:2]1[CH:3]=[C:4]2[C:8](=[CH:9][CH:10]=1)[NH:7][N:6]=[CH:5]2)(=[O:14])=[O:13]. The yield is 0.380. (6) The reactants are OC1CN(C([O-])=O)CC=C1.[Si:11]([O:18][CH2:19][CH2:20][C:21]1[C@@H:22]([CH2:35][O:36][Si:37]([C:40]([CH3:43])([CH3:42])[CH3:41])([CH3:39])[CH3:38])[N:23]([C:28]([O:30][C:31]([CH3:34])([CH3:33])[CH3:32])=[O:29])[CH2:24][C@@H:25](O)[CH:26]=1)([C:14]([CH3:17])([CH3:16])[CH3:15])([CH3:13])[CH3:12].C1(P(C2C=CC=CC=2)C2C=CC=CC=2)C=CC=CC=1.[CH2:63]([O:66][NH:67][S:68]([C:71]1[CH:76]=[CH:75][CH:74]=[CH:73][C:72]=1[N+:77]([O-:79])=[O:78])(=[O:70])=[O:69])[CH:64]=[CH2:65].N(C(OC(C)C)=O)=NC(OC(C)C)=O. The catalyst is C1(C)C=CC=CC=1. The product is [CH2:63]([O:66][N:67]([C@H:25]1[CH2:24][N:23]([C:28]([O:30][C:31]([CH3:33])([CH3:32])[CH3:34])=[O:29])[C@H:22]([CH2:35][O:36][Si:37]([C:40]([CH3:41])([CH3:43])[CH3:42])([CH3:39])[CH3:38])[C:21]([CH2:20][CH2:19][O:18][Si:11]([C:14]([CH3:15])([CH3:16])[CH3:17])([CH3:12])[CH3:13])=[CH:26]1)[S:68]([C:71]1[CH:76]=[CH:75][CH:74]=[CH:73][C:72]=1[N+:77]([O-:79])=[O:78])(=[O:70])=[O:69])[CH:64]=[CH2:65]. The yield is 0.692.